This data is from Forward reaction prediction with 1.9M reactions from USPTO patents (1976-2016). The task is: Predict the product of the given reaction. Given the reactants [C:1]1([CH:7]([NH2:16])[CH2:8][C:9]2[CH:14]=[CH:13][CH:12]=[CH:11][C:10]=2[CH3:15])[CH:6]=[CH:5][CH:4]=[CH:3][CH:2]=1.[C:17]1([N:23]2[C:27]([NH:28][C:29](=O)[O:30]C3C=CC=CC=3)=[C:26]3[CH2:38][CH2:39][CH2:40][C:25]3=[N:24]2)[CH:22]=[CH:21][CH:20]=[CH:19][CH:18]=1.CCN(C(C)C)C(C)C, predict the reaction product. The product is: [C:17]1([N:23]2[C:27]([NH:28][C:29]([NH:16][CH:7]([C:1]3[CH:6]=[CH:5][CH:4]=[CH:3][CH:2]=3)[CH2:8][C:9]3[CH:14]=[CH:13][CH:12]=[CH:11][C:10]=3[CH3:15])=[O:30])=[C:26]3[CH2:38][CH2:39][CH2:40][C:25]3=[N:24]2)[CH:18]=[CH:19][CH:20]=[CH:21][CH:22]=1.